From a dataset of Forward reaction prediction with 1.9M reactions from USPTO patents (1976-2016). Predict the product of the given reaction. (1) Given the reactants [Cl:1][C:2]1[CH:7]=[CH:6][C:5]([N:8]2[C:12]([CH:13]([CH3:15])[CH3:14])=[C:11]([NH2:16])[CH:10]=[N:9]2)=[CH:4][CH:3]=1.[CH3:17][C:18]1[N:22]([CH:23]([CH3:27])[C:24](O)=[O:25])[N:21]=[C:20]([C:28]([F:31])([F:30])[F:29])[N:19]=1.C(N(C(C)C)CC)(C)C.CN(C(ON1N=NC2C=CC=NC1=2)=[N+](C)C)C.F[P-](F)(F)(F)(F)F, predict the reaction product. The product is: [Cl:1][C:2]1[CH:3]=[CH:4][C:5]([N:8]2[C:12]([CH:13]([CH3:14])[CH3:15])=[C:11]([NH:16][C:24](=[O:25])[CH:23]([N:22]3[C:18]([CH3:17])=[N:19][C:20]([C:28]([F:29])([F:30])[F:31])=[N:21]3)[CH3:27])[CH:10]=[N:9]2)=[CH:6][CH:7]=1. (2) Given the reactants [N:1]1[C:9]2[CH2:8][CH2:7][NH:6][CH2:5][C:4]=2[S:3][C:2]=1[NH2:10].C(=O)([O-])[O-].[K+].[K+].[C:17](O[C:17]([O:19][C:20]([CH3:23])([CH3:22])[CH3:21])=[O:18])([O:19][C:20]([CH3:23])([CH3:22])[CH3:21])=[O:18], predict the reaction product. The product is: [C:20]([O:19][C:17]([N:6]1[CH2:7][CH2:8][C:9]2[N:1]=[C:2]([NH2:10])[S:3][C:4]=2[CH2:5]1)=[O:18])([CH3:23])([CH3:22])[CH3:21]. (3) The product is: [Cl:16][C:17]1[CH:18]=[C:19]([CH:22]=[CH:23][C:24]=1[C:25]([F:26])([F:27])[F:28])[CH2:20][NH:15][C:13]1[NH:12][N:11]=[C:10]([NH:9][C:4]2[CH:5]=[C:6]([Cl:8])[CH:7]=[C:2]([Cl:1])[CH:3]=2)[N:14]=1. Given the reactants [Cl:1][C:2]1[CH:3]=[C:4]([NH:9][C:10]2[N:14]=[C:13]([NH2:15])[NH:12][N:11]=2)[CH:5]=[C:6]([Cl:8])[CH:7]=1.[Cl:16][C:17]1[CH:18]=[C:19]([CH:22]=[CH:23][C:24]=1[C:25]([F:28])([F:27])[F:26])[CH:20]=O.C(O)(=O)C.Cl, predict the reaction product. (4) Given the reactants Br[C:2]1[N:19]([CH2:20][C@H:21]2[CH2:26][CH2:25][C@H:24]([CH3:27])[CH2:23][CH2:22]2)[C:5]2[C:6]([C:12]3[CH:13]=[N:14][CH:15]=[C:16]([Cl:18])[CH:17]=3)=[N:7][C:8]([C:10]#[N:11])=[CH:9][C:4]=2[N:3]=1.[NH2:28][C:29]1[CH:34]=[CH:33][CH:32]=[CH:31][CH:30]=1.CC(C)([O-])C.[Na+], predict the reaction product. The product is: [Cl:18][C:16]1[CH:17]=[C:12]([C:6]2[C:5]3[N:19]([CH2:20][C@H:21]4[CH2:26][CH2:25][C@H:24]([CH3:27])[CH2:23][CH2:22]4)[C:2]([NH:28][C:29]4[CH:34]=[CH:33][CH:32]=[CH:31][CH:30]=4)=[N:3][C:4]=3[CH:9]=[C:8]([C:10]#[N:11])[N:7]=2)[CH:13]=[N:14][CH:15]=1. (5) Given the reactants Cl[Si:2]([Cl:12])([Cl:11])[CH2:3][CH:4]([CH2:9][CH3:10])[CH2:5][CH2:6][CH2:7][CH3:8].[CH2:13]([CH:15]([CH2:19][CH2:20][CH2:21][CH3:22])[CH2:16][Mg]Br)[CH3:14], predict the reaction product. The product is: [Cl:12][Si:2]([Cl:11])([CH2:3][CH:4]([CH2:9][CH3:10])[CH2:5][CH2:6][CH2:7][CH3:8])[CH2:16][CH:15]([CH2:13][CH3:14])[CH2:19][CH2:20][CH2:21][CH3:22]. (6) Given the reactants [Br:1][C:2]1[C:10]([C:11]([F:14])([F:13])[F:12])=[CH:9][CH:8]=[CH:7][C:3]=1[C:4]([OH:6])=O.[CH3:15]N1CCOCC1.[Cl-].COC1N=C(OC)N=C([N+]2(C)CCOCC2)N=1.C[Mg]Br.O1CCCC1.Cl, predict the reaction product. The product is: [Br:1][C:2]1[C:10]([C:11]([F:14])([F:13])[F:12])=[CH:9][CH:8]=[CH:7][C:3]=1[C:4](=[O:6])[CH3:15]. (7) Given the reactants [C:1]1([CH3:8])[CH:6]=[CH:5][CH:4]=[C:3]([CH3:7])[CH:2]=1.[I:9]N1C(C)(C)C(=O)N(C)C1=O, predict the reaction product. The product is: [I:9][C:6]1[CH:5]=[CH:4][C:3]([CH3:7])=[CH:2][C:1]=1[CH3:8].